This data is from Reaction yield outcomes from USPTO patents with 853,638 reactions. The task is: Predict the reaction yield, written as a fraction of the theoretical maximum amount of product (1.0 means a 100% yield; for example, 0.34 means a 34% yield). The yield is 0.870. The catalyst is CO.C1COCC1. The product is [C:1]([C:3]1[C:4]([CH3:16])=[CH:5][C:6]([C:11]([OH:13])=[O:12])=[N:7][C:8]=1[O:9][CH3:10])#[N:2]. The reactants are [C:1]([C:3]1[C:4]([CH3:16])=[CH:5][C:6]([C:11]([O:13]CC)=[O:12])=[N:7][C:8]=1[O:9][CH3:10])#[N:2].[OH-].[Na+].